From a dataset of Forward reaction prediction with 1.9M reactions from USPTO patents (1976-2016). Predict the product of the given reaction. The product is: [CH2:17]([N:8]([CH2:1][C:2]1[CH:3]=[CH:4][CH:5]=[CH:6][CH:7]=1)[C@@H:9]([CH2:14][CH2:15][CH3:16])[C@H:28]([OH:25])[C:27]([OH:30])=[O:29])[C:18]1[CH:19]=[CH:20][CH:21]=[CH:22][CH:23]=1. Given the reactants [CH2:1]([N:8]([CH2:17][C:18]1[CH:23]=[CH:22][CH:21]=[CH:20][CH:19]=1)[C@@H:9]([CH2:14][CH2:15][CH3:16])[C@H](O)C#N)[C:2]1[CH:7]=[CH:6][CH:5]=[CH:4][CH:3]=1.Cl.[OH-:25].[Na+].[C:27]([O:30]CC)(=[O:29])[CH3:28].CCCCCC, predict the reaction product.